This data is from Buchwald-Hartwig C-N cross coupling reaction yields with 55,370 reactions. The task is: Predict the reaction yield, written as a fraction of the theoretical maximum amount of product (1.0 means a 100% yield; for example, 0.34 means a 34% yield). (1) The reactants are CCc1ccc(Br)cc1.Cc1ccc(N)cc1.O=S(=O)(O[Pd]1c2ccccc2-c2ccccc2N~1)C(F)(F)F.CC(C)c1cc(C(C)C)c(-c2ccccc2P(C2CCCCC2)C2CCCCC2)c(C(C)C)c1.CCN=P(N=P(N(C)C)(N(C)C)N(C)C)(N(C)C)N(C)C.CCOC(=O)c1cnoc1. No catalyst specified. The product is CCc1ccc(Nc2ccc(C)cc2)cc1. The yield is 0. (2) The reactants are FC(F)(F)c1ccc(I)cc1.Cc1ccc(N)cc1.O=S(=O)(O[Pd]1c2ccccc2-c2ccccc2N~1)C(F)(F)F.CC(C)c1cc(C(C)C)c(-c2ccccc2P(C(C)(C)C)C(C)(C)C)c(C(C)C)c1.CCN=P(N=P(N(C)C)(N(C)C)N(C)C)(N(C)C)N(C)C.Cc1cc(-c2ccccc2)on1. No catalyst specified. The product is Cc1ccc(Nc2ccc(C(F)(F)F)cc2)cc1. The yield is 0.384. (3) The reactants are CCc1ccc(I)cc1.Cc1ccc(N)cc1.O=S(=O)(O[Pd]1c2ccccc2-c2ccccc2N~1)C(F)(F)F.COc1ccc(OC)c(P([C@]23C[C@H]4C[C@H](C[C@H](C4)C2)C3)[C@]23C[C@H]4C[C@H](C[C@H](C4)C2)C3)c1-c1c(C(C)C)cc(C(C)C)cc1C(C)C.CN(C)C(=NC(C)(C)C)N(C)C.CCOC(=O)c1cc(OC)no1. No catalyst specified. The product is CCc1ccc(Nc2ccc(C)cc2)cc1. The yield is 0.617. (4) The reactants are CCc1ccc(Br)cc1.Cc1ccc(N)cc1.O=S(=O)(O[Pd]1c2ccccc2-c2ccccc2N~1)C(F)(F)F.CC(C)c1cc(C(C)C)c(-c2ccccc2P(C(C)(C)C)C(C)(C)C)c(C(C)C)c1.CN1CCCN2CCCN=C12.CCOC(=O)c1cnoc1. No catalyst specified. The product is CCc1ccc(Nc2ccc(C)cc2)cc1. The yield is 0.281.